From a dataset of Reaction yield outcomes from USPTO patents with 853,638 reactions. Predict the reaction yield, written as a fraction of the theoretical maximum amount of product (1.0 means a 100% yield; for example, 0.34 means a 34% yield). (1) The reactants are [CH2:1]1[CH:6]2[CH2:7][C:8]3([NH2:11])[CH2:10][CH:4]([CH2:5]2)[CH2:3][CH:2]1[CH2:9]3.[I:12][C:13]1[S:17][C:16]([C:18](=O)[CH3:19])=[CH:15][CH:14]=1. No catalyst specified. The product is [I:12][C:13]1[S:17][C:16]([CH:18]([NH:11][C:8]23[CH2:10][CH:4]4[CH2:5][CH:6]([CH2:1][CH:2]([CH2:3]4)[CH2:9]2)[CH2:7]3)[CH3:19])=[CH:15][CH:14]=1. The yield is 0.320. (2) The reactants are [NH2:1][C:2]1[CH:3]=[C:4]([CH:21]=[CH:22][C:23]=1[CH3:24])[O:5][C:6]1[CH:7]=[CH:8][C:9]2[N:10]([CH:12]=[C:13]([NH:15][C:16]([CH:18]3[CH2:20][CH2:19]3)=[O:17])[N:14]=2)[N:11]=1.[CH3:25][C:26]1[O:30][N:29]=[CH:28][C:27]=1[C:31](Cl)=[O:32]. The catalyst is CN1CCCC1=O. The product is [CH:18]1([C:16]([NH:15][C:13]2[N:14]=[C:9]3[CH:8]=[CH:7][C:6]([O:5][C:4]4[CH:21]=[CH:22][C:23]([CH3:24])=[C:2]([NH:1][C:31]([C:27]5[CH:28]=[N:29][O:30][C:26]=5[CH3:25])=[O:32])[CH:3]=4)=[N:11][N:10]3[CH:12]=2)=[O:17])[CH2:20][CH2:19]1. The yield is 0.800. (3) The reactants are [CH:1]1[CH:9]=[C:8](Cl)[C:7]2[C:3](=[N:4][O:5][N:6]=2)[C:2]=1[N+:11]([O-:13])=[O:12].P([O-])([O-])([O-])=O.[Na+].[Na+].[Na+].[F:22][C:23]([F:32])([F:31])[C:24]1[CH:29]=[CH:28][C:27]([SH:30])=[CH:26][CH:25]=1. The catalyst is C(O)C. The product is [N+:11]([C:2]1[C:3]2[C:7](=[N:6][O:5][N:4]=2)[C:8]([S:30][C:27]2[CH:26]=[CH:25][C:24]([C:23]([F:22])([F:31])[F:32])=[CH:29][CH:28]=2)=[CH:9][CH:1]=1)([O-:13])=[O:12]. The yield is 0.570.